This data is from Peptide-MHC class II binding affinity with 134,281 pairs from IEDB. The task is: Regression. Given a peptide amino acid sequence and an MHC pseudo amino acid sequence, predict their binding affinity value. This is MHC class II binding data. The peptide sequence is GDGFIDFNEFISFCN. The MHC is HLA-DQA10101-DQB10501 with pseudo-sequence HLA-DQA10101-DQB10501. The binding affinity (normalized) is 0.628.